From a dataset of Forward reaction prediction with 1.9M reactions from USPTO patents (1976-2016). Predict the product of the given reaction. (1) Given the reactants [Cl:1][C:2]1[CH:3]=[C:4]([NH:8][C:9]2[C:14]3[CH:15]=[CH:16][N:17]([CH2:18][CH3:19])[C:13]=3[C:12]([C:20]([O:22]CC)=[O:21])=[CH:11][N:10]=2)[CH:5]=[CH:6][CH:7]=1.[OH-].[Na+], predict the reaction product. The product is: [Cl:1][C:2]1[CH:3]=[C:4]([NH:8][C:9]2[C:14]3[CH:15]=[CH:16][N:17]([CH2:18][CH3:19])[C:13]=3[C:12]([C:20]([OH:22])=[O:21])=[CH:11][N:10]=2)[CH:5]=[CH:6][CH:7]=1. (2) The product is: [C:10]([O:9][C:7]([N:1]1[CH2:6][CH2:5][N:4]([C:27]2[C:26]3[C:31](=[CH:32][C:33]([Cl:34])=[C:24]([Br:23])[CH:25]=3)[N:30]=[C:29]([Cl:35])[N:28]=2)[CH2:3][CH2:2]1)=[O:8])([CH3:13])([CH3:12])[CH3:11]. Given the reactants [N:1]1([C:7]([O:9][C:10]([CH3:13])([CH3:12])[CH3:11])=[O:8])[CH2:6][CH2:5][NH:4][CH2:3][CH2:2]1.CCN(C(C)C)C(C)C.[Br:23][C:24]1[CH:25]=[C:26]2[C:31](=[CH:32][C:33]=1[Cl:34])[N:30]=[C:29]([Cl:35])[N:28]=[C:27]2Cl, predict the reaction product. (3) Given the reactants Cl[C:2]1[N:10]=[C:9]2[C:5]([N:6]=[CH:7][N:8]2[CH3:11])=[C:4]([NH:12][C:13]2[CH:20]=[CH:19][C:16]([C:17]#[N:18])=[CH:15][CH:14]=2)[N:3]=1.O.[NH2:22][NH2:23], predict the reaction product. The product is: [NH:22]([C:2]1[N:10]=[C:9]2[C:5]([N:6]=[CH:7][N:8]2[CH3:11])=[C:4]([NH:12][C:13]2[CH:20]=[CH:19][C:16]([C:17]#[N:18])=[CH:15][CH:14]=2)[N:3]=1)[NH2:23]. (4) Given the reactants [C:1]([O:5][C:6]([N:8]1[CH2:13][CH2:12][C@@H:11]([OH:14])[CH2:10][C@@H:9]1[CH3:15])=[O:7])([CH3:4])([CH3:3])[CH3:2].[H-].[Na+].[Br:18][C:19]1[CH:24]=[CH:23][CH:22]=[C:21](F)[CH:20]=1, predict the reaction product. The product is: [C:1]([O:5][C:6]([N:8]1[CH2:13][CH2:12][C@@H:11]([O:14][C:21]2[CH:22]=[CH:23][CH:24]=[C:19]([Br:18])[CH:20]=2)[CH2:10][C@@H:9]1[CH3:15])=[O:7])([CH3:4])([CH3:2])[CH3:3]. (5) Given the reactants F[C:2]1[CH:7]=[C:6]([F:8])[CH:5]=[CH:4][C:3]=1[N+:9]([O-:11])=[O:10].[F:12][C:13]([F:17])([F:16])[CH2:14][OH:15].C([O-])([O-])=O.[Cs+].[Cs+], predict the reaction product. The product is: [F:8][C:6]1[CH:5]=[CH:4][C:3]([N+:9]([O-:11])=[O:10])=[C:2]([O:15][CH2:14][C:13]([F:17])([F:16])[F:12])[CH:7]=1. (6) Given the reactants [Cl:1][C:2]1[CH:9]=[CH:8][C:5]([C:6]#[N:7])=[CH:4][CH:3]=1.Cl.[NH2:11][OH:12].C(=O)([O-])[O-].[Na+].[Na+].[Cl-].[Na+], predict the reaction product. The product is: [Cl:1][C:2]1[CH:9]=[CH:8][C:5]([C:6]([NH:11][OH:12])=[NH:7])=[CH:4][CH:3]=1.